Dataset: NCI-60 drug combinations with 297,098 pairs across 59 cell lines. Task: Regression. Given two drug SMILES strings and cell line genomic features, predict the synergy score measuring deviation from expected non-interaction effect. (1) Drug 1: CC1=C(C(=O)C2=C(C1=O)N3CC4C(C3(C2COC(=O)N)OC)N4)N. Drug 2: C(CCl)NC(=O)N(CCCl)N=O. Cell line: OVCAR3. Synergy scores: CSS=5.80, Synergy_ZIP=-1.95, Synergy_Bliss=-4.09, Synergy_Loewe=-2.89, Synergy_HSA=-6.15. (2) Drug 1: CC1C(C(CC(O1)OC2CC(OC(C2O)C)OC3=CC4=CC5=C(C(=O)C(C(C5)C(C(=O)C(C(C)O)O)OC)OC6CC(C(C(O6)C)O)OC7CC(C(C(O7)C)O)OC8CC(C(C(O8)C)O)(C)O)C(=C4C(=C3C)O)O)O)O. Drug 2: C1CCC(C(C1)N)N.C(=O)(C(=O)[O-])[O-].[Pt+4]. Cell line: OVCAR-8. Synergy scores: CSS=63.8, Synergy_ZIP=-6.13, Synergy_Bliss=0.492, Synergy_Loewe=-11.7, Synergy_HSA=0.551. (3) Drug 1: C1=NC2=C(N=C(N=C2N1C3C(C(C(O3)CO)O)F)Cl)N. Drug 2: CN(C(=O)NC(C=O)C(C(C(CO)O)O)O)N=O. Cell line: EKVX. Synergy scores: CSS=0.0325, Synergy_ZIP=-2.13, Synergy_Bliss=-6.00, Synergy_Loewe=-6.13, Synergy_HSA=-6.72.